This data is from Reaction yield outcomes from USPTO patents with 853,638 reactions. The task is: Predict the reaction yield, written as a fraction of the theoretical maximum amount of product (1.0 means a 100% yield; for example, 0.34 means a 34% yield). (1) The reactants are [C:1]([O:5][C:6](=[O:33])[NH:7][CH2:8][CH2:9][NH:10][CH:11]([C:15]1[N:16]([CH2:26][C:27]2[CH:32]=[CH:31][CH:30]=[CH:29][CH:28]=2)[C:17](=[O:25])[C:18]2[C:23]([CH3:24])=[N:22][S:21][C:19]=2[N:20]=1)[CH:12]([CH3:14])[CH3:13])([CH3:4])([CH3:3])[CH3:2].CCN(C(C)C)C(C)C.[C:43]1([CH3:52])[CH:48]=[CH:47][C:46]([C:49](Cl)=[O:50])=[CH:45][CH:44]=1.C([O-])(O)=O.[Na+]. The catalyst is C(Cl)(Cl)Cl. The product is [C:1]([O:5][C:6](=[O:33])[NH:7][CH2:8][CH2:9][N:10]([CH:11]([C:15]1[N:16]([CH2:26][C:27]2[CH:32]=[CH:31][CH:30]=[CH:29][CH:28]=2)[C:17](=[O:25])[C:18]2[C:23]([CH3:24])=[N:22][S:21][C:19]=2[N:20]=1)[CH:12]([CH3:13])[CH3:14])[C:49](=[O:50])[C:46]1[CH:47]=[CH:48][C:43]([CH3:52])=[CH:44][CH:45]=1)([CH3:3])([CH3:4])[CH3:2]. The yield is 0.690. (2) The reactants are Br[C:2]1[CH:7]=[CH:6][N:5]=[C:4]2[N:8]([CH2:11][O:12][CH2:13][CH2:14][Si:15]([CH3:18])([CH3:17])[CH3:16])[CH:9]=[CH:10][C:3]=12.CC1(C)C(C)(C)OB([C:27]2[CH:28]=[N:29][NH:30][CH:31]=2)O1.CN(C=O)C.C(=O)([O-])[O-].[K+].[K+]. The catalyst is O.C(OCC)(=O)C.C1C=CC([P]([Pd]([P](C2C=CC=CC=2)(C2C=CC=CC=2)C2C=CC=CC=2)([P](C2C=CC=CC=2)(C2C=CC=CC=2)C2C=CC=CC=2)[P](C2C=CC=CC=2)(C2C=CC=CC=2)C2C=CC=CC=2)(C2C=CC=CC=2)C2C=CC=CC=2)=CC=1. The product is [NH:29]1[CH:28]=[C:27]([C:2]2[CH:7]=[CH:6][N:5]=[C:4]3[N:8]([CH2:11][O:12][CH2:13][CH2:14][Si:15]([CH3:18])([CH3:17])[CH3:16])[CH:9]=[CH:10][C:3]=23)[CH:31]=[N:30]1. The yield is 0.700. (3) The reactants are C(O[BH-](OC(=O)C)OC(=O)C)(=O)C.[Na+].[Cl:15][C:16]1[C:21]([CH:22]=O)=[CH:20][N:19]=[C:18]2[N:24]([CH2:27][O:28][CH2:29][CH2:30][Si:31]([CH3:34])([CH3:33])[CH3:32])[CH:25]=[CH:26][C:17]=12.[Cl:35][C:36]1[C:42]([O:43][CH3:44])=[CH:41][C:40]([O:45][CH3:46])=[C:39]([F:47])[C:37]=1[NH2:38].C([O-])(O)=O.[Na+]. The catalyst is FC(F)(F)C(O)=O.C(Cl)Cl. The product is [Cl:35][C:36]1[C:42]([O:43][CH3:44])=[CH:41][C:40]([O:45][CH3:46])=[C:39]([F:47])[C:37]=1[NH:38][CH2:22][C:21]1[C:16]([Cl:15])=[C:17]2[CH:26]=[CH:25][N:24]([CH2:27][O:28][CH2:29][CH2:30][Si:31]([CH3:34])([CH3:33])[CH3:32])[C:18]2=[N:19][CH:20]=1. The yield is 0.600. (4) The reactants are Br[C:2]1[CH:23]=[CH:22][C:5]([C:6]([NH:8][S:9]([C:12]2[CH:17]=[CH:16][CH:15]=[CH:14][C:13]=2[S:18](=[O:21])(=[O:20])[NH2:19])(=[O:11])=[O:10])=[O:7])=[CH:4][C:3]=1[O:24][CH3:25].[C:26]([C:28]1[CH:33]=[CH:32][CH:31]=[CH:30][C:29]=1[CH3:34])#[CH:27]. No catalyst specified. The product is [CH3:25][O:24][C:3]1[CH:4]=[C:5]([CH:22]=[CH:23][C:2]=1[C:27]#[C:26][C:28]1[CH:33]=[CH:32][CH:31]=[CH:30][C:29]=1[CH3:34])[C:6]([NH:8][S:9]([C:12]1[CH:17]=[CH:16][CH:15]=[CH:14][C:13]=1[S:18](=[O:21])(=[O:20])[NH2:19])(=[O:11])=[O:10])=[O:7]. The yield is 0.190.